From a dataset of Full USPTO retrosynthesis dataset with 1.9M reactions from patents (1976-2016). Predict the reactants needed to synthesize the given product. (1) Given the product [Cl:1][C:2]1[CH:7]=[CH:6][CH:5]=[CH:4][C:3]=1[NH:8][C:9]1[O:27][C:26]([CH2:25][CH2:24][C:23]([NH:22][CH:19]2[CH2:20][CH2:21][N:16]([CH2:15][C:14]3[CH:31]=[CH:32][C:33]([Cl:34])=[C:12]([Cl:11])[CH:13]=3)[CH2:17][CH2:18]2)=[O:30])=[N:28][N:29]=1, predict the reactants needed to synthesize it. The reactants are: [Cl:1][C:2]1[CH:7]=[CH:6][CH:5]=[CH:4][C:3]=1[N:8]=[C:9]=S.[Cl:11][C:12]1[CH:13]=[C:14]([CH:31]=[CH:32][C:33]=1[Cl:34])[CH2:15][N:16]1[CH2:21][CH2:20][CH:19]([NH:22][C:23](=[O:30])[CH2:24][CH2:25][C:26]([NH:28][NH2:29])=[O:27])[CH2:18][CH2:17]1. (2) Given the product [CH3:22][C@H:11]1[CH2:10][N:9]([CH2:8][C:5]2[CH:6]=[CH:7][C:2]([NH:1][CH3:24])=[CH:3][C:4]=2[CH3:23])[CH2:14][CH2:13][N:12]1[C:15]([O:17][C:18]([CH3:19])([CH3:21])[CH3:20])=[O:16], predict the reactants needed to synthesize it. The reactants are: [NH2:1][C:2]1[CH:7]=[CH:6][C:5]([CH2:8][N:9]2[CH2:14][CH2:13][N:12]([C:15]([O:17][C:18]([CH3:21])([CH3:20])[CH3:19])=[O:16])[C@@H:11]([CH3:22])[CH2:10]2)=[C:4]([CH3:23])[CH:3]=1.[CH3:24][C@H]1CN(CC2C=CC(NC)=CC=2)CCN1C(OC(C)(C)C)=O. (3) The reactants are: [OH:1][C@H:2]([CH3:6])[C:3](N)=O.F[B-](F)(F)F.C([O+](CC)CC)C.[N:19]1([C@@H:24]2[CH2:29][CH2:28][C@H:27]([NH:30][C:31]3[C:36]([NH2:37])=[CH:35][N:34]=[C:33]4[CH:38]=[CH:39][S:40][C:32]=34)[CH2:26][CH2:25]2)[CH:23]=[N:22][CH:21]=[N:20]1. Given the product [N:19]1([C@@H:24]2[CH2:29][CH2:28][C@H:27]([N:30]3[C:31]4=[C:32]5[S:40][CH:39]=[CH:38][C:33]5=[N:34][CH:35]=[C:36]4[N:37]=[C:3]3[C@H:2]([OH:1])[CH3:6])[CH2:26][CH2:25]2)[CH:23]=[N:22][CH:21]=[N:20]1, predict the reactants needed to synthesize it. (4) Given the product [C:13]([O:16][CH2:17][C:18]([NH:12][C:11]1[NH:10][CH:9]=[N:8][C:7]=1[CH:2]1[CH2:3][CH2:4][CH2:5][CH2:6]1)=[N:21][C:22]([O:24][CH2:25][CH3:26])=[O:23])(=[O:15])[CH3:14], predict the reactants needed to synthesize it. The reactants are: Cl.[CH:2]1([C:7]2[N:8]=[CH:9][NH:10][C:11]=2[NH2:12])[CH2:6][CH2:5][CH2:4][CH2:3]1.[C:13]([O:16][CH2:17][C:18](=[N:21][C:22]([O:24][CH2:25][CH3:26])=[O:23])OC)(=[O:15])[CH3:14].C(N(CC)CC)C. (5) Given the product [OH:8][C:9]1[C:14](=[O:15])[CH:13]=[C:12]([CH2:16][C:17]([F:20])([F:18])[F:19])[N:11]([CH3:21])[C:10]=1[CH3:22], predict the reactants needed to synthesize it. The reactants are: C([O:8][C:9]1[C:14](=[O:15])[CH:13]=[C:12]([CH2:16][C:17]([F:20])([F:19])[F:18])[N:11]([CH3:21])[C:10]=1[CH3:22])C1C=CC=CC=1. (6) Given the product [NH2:1][C:2]1[CH:3]=[CH:4][C:5]([C:6]([NH:8][C@H:9]2[CH2:14][C@@H:13]([F:15])[CH2:12][C@@H:11]([NH:16][C:17]3[N:22]=[C:21]([C:23]4[C:31]5[C:26](=[CH:27][CH:28]=[CH:29][CH:30]=5)[NH:25][CH:24]=4)[C:20]([Cl:32])=[CH:19][N:18]=3)[CH2:10]2)=[O:7])=[CH:33][CH:34]=1, predict the reactants needed to synthesize it. The reactants are: [NH2:1][C:2]1[CH:34]=[CH:33][C:5]([C:6]([NH:8][CH:9]2[CH2:14][CH:13]([F:15])[CH2:12][CH:11]([NH:16][C:17]3[N:22]=[C:21]([C:23]4[C:31]5[C:26](=[CH:27][CH:28]=[CH:29][CH:30]=5)[NH:25][CH:24]=4)[C:20]([Cl:32])=[CH:19][N:18]=3)[CH2:10]2)=[O:7])=[CH:4][CH:3]=1. (7) Given the product [Cl:26][C:21]1[CH:20]=[C:19]([C:11]2[CH:12]=[C:13]3[C:8](=[CH:9][CH:10]=2)[NH:7][C:6](=[O:17])[CH2:5][N:4]3[CH:1]([CH3:3])[CH3:2])[CH:24]=[CH:23][C:22]=1[F:25], predict the reactants needed to synthesize it. The reactants are: [CH:1]([N:4]1[C:13]2[C:8](=[CH:9][CH:10]=[C:11](B(O)O)[CH:12]=2)[NH:7][C:6](=[O:17])[CH2:5]1)([CH3:3])[CH3:2].Br[C:19]1[CH:24]=[CH:23][C:22]([F:25])=[C:21]([Cl:26])[CH:20]=1.C(=O)([O-])[O-].[K+].[K+].